Dataset: Full USPTO retrosynthesis dataset with 1.9M reactions from patents (1976-2016). Task: Predict the reactants needed to synthesize the given product. (1) Given the product [CH3:17][C:6]1([CH3:18])[CH2:7][CH2:8][C:9]([CH3:15])([CH3:16])[C:10]2[CH:11]=[C:12]([OH:13])[C:3]([OH:2])=[CH:4][C:5]1=2, predict the reactants needed to synthesize it. The reactants are: C[O:2][C:3]1[CH:4]=[C:5]2[C:10](=[CH:11][C:12]=1[O:13]C)[C:9]([CH3:16])([CH3:15])[CH2:8][CH2:7][C:6]2([CH3:18])[CH3:17].B(Br)(Br)Br. (2) The reactants are: P(Cl)(Cl)(Cl)=O.[N:6]1[CH:11]=[CH:10][CH:9]=[C:8]([C:12](=O)C)[CH:7]=1.[ClH:15].[NH2:16]O.C([O-])(O)=O.[Na+].CCO[C:26]([CH3:28])=O. Given the product [Cl:15]/[C:9](/[C:10]1[CH:11]=[N:6][CH:7]=[CH:26][CH:28]=1)=[CH:8]/[C:12]#[N:16], predict the reactants needed to synthesize it. (3) Given the product [NH2:23][C@H:20]1[CH2:19][C@@H:18]([C:31]([OH:33])=[O:32])[C@@H:17]([N:14]2[CH2:15][CH2:16][C@H:12]([NH:11][C:9]([O:8][CH2:1][C:2]3[CH:3]=[CH:4][CH:5]=[CH:6][CH:7]=3)=[O:10])[C:13]2=[O:34])[CH2:22][CH2:21]1.[C:37]([OH:39])([C:36]([F:41])([F:40])[F:35])=[O:38], predict the reactants needed to synthesize it. The reactants are: [CH2:1]([O:8][C:9]([NH:11][C@H:12]1[CH2:16][CH2:15][N:14]([C@H:17]2[CH2:22][CH2:21][C@@H:20]([NH:23]C(OC(C)(C)C)=O)[CH2:19][C@H:18]2[C:31]([OH:33])=[O:32])[C:13]1=[O:34])=[O:10])[C:2]1[CH:7]=[CH:6][CH:5]=[CH:4][CH:3]=1.[F:35][C:36]([F:41])([F:40])[C:37]([OH:39])=[O:38]. (4) The reactants are: Br[C:2]1[CH:11]=[CH:10][CH:9]=[C:8]2[C:3]=1[N:4]=[C:5]([C:13]1[CH:18]=[CH:17][CH:16]=[CH:15][CH:14]=1)[C:6]([CH3:12])=[N:7]2.CC1(C)C(C)(C)OB([C:27]2[NH:35][C:34]3[CH2:33][CH2:32][NH:31][C:30](=[O:36])[C:29]=3[CH:28]=2)O1.[O-]P([O-])([O-])=O.[K+].[K+].[K+].CC(C1C=C(C(C)C)C(C2C=CC=CC=2P(C2CCCCC2)C2CCCCC2)=C(C(C)C)C=1)C. Given the product [CH3:12][C:6]1[C:5]([C:13]2[CH:18]=[CH:17][CH:16]=[CH:15][CH:14]=2)=[N:4][C:3]2[C:8](=[CH:9][CH:10]=[CH:11][C:2]=2[C:27]2[NH:35][C:34]3[CH2:33][CH2:32][NH:31][C:30](=[O:36])[C:29]=3[CH:28]=2)[N:7]=1, predict the reactants needed to synthesize it. (5) Given the product [Br:6][C:7]1[CH:12]=[C:11]([F:13])[CH:10]=[CH:9][C:8]=1[CH2:14][C:15]([O:17][CH3:18])=[O:16], predict the reactants needed to synthesize it. The reactants are: S(=O)(=O)(O)O.[Br:6][C:7]1[CH:12]=[C:11]([F:13])[CH:10]=[CH:9][C:8]=1[CH2:14][C:15]([OH:17])=[O:16].[C:18]([O-])([O-])=O.[Na+].[Na+]. (6) Given the product [N:38]([CH:31]([C:32]1[O:33][CH:34]=[CH:35][N:36]=1)[CH2:30][S:29][C:24]1[N:25]=[C:26]([O:27][CH3:28])[C:21]([N:12]([CH2:13][O:14][CH2:15][CH2:16][Si:17]([CH3:19])([CH3:18])[CH3:20])[S:9]([C:3]2[CH:4]=[CH:5][CH:6]=[C:7]([Cl:8])[C:2]=2[Cl:1])(=[O:10])=[O:11])=[N:22][CH:23]=1)=[N+:39]=[N-:40], predict the reactants needed to synthesize it. The reactants are: [Cl:1][C:2]1[C:7]([Cl:8])=[CH:6][CH:5]=[CH:4][C:3]=1[S:9]([N:12]([C:21]1[C:26]([O:27][CH3:28])=[N:25][C:24]([S:29][CH2:30][CH:31](Cl)[C:32]2[O:33][CH:34]=[CH:35][N:36]=2)=[CH:23][N:22]=1)[CH2:13][O:14][CH2:15][CH2:16][Si:17]([CH3:20])([CH3:19])[CH3:18])(=[O:11])=[O:10].[N-:38]=[N+:39]=[N-:40].[Na+]. (7) Given the product [CH2:1]([O:8][C:9]1[CH:22]=[CH:21][C:20]([Cl:23])=[CH:19][C:10]=1[C:11]1[N:12]([C:13]2[CH:14]=[N:15][CH:16]=[CH:17][CH:18]=2)[CH:28]=[N:27][CH:26]=1)[C:2]1[CH:3]=[CH:4][CH:5]=[CH:6][CH:7]=1, predict the reactants needed to synthesize it. The reactants are: [CH2:1]([O:8][C:9]1[CH:22]=[CH:21][C:20]([Cl:23])=[CH:19][C:10]=1[CH:11]=[N:12][C:13]1[CH:14]=[N:15][CH:16]=[CH:17][CH:18]=1)[C:2]1[CH:7]=[CH:6][CH:5]=[CH:4][CH:3]=1.[H-].[Na+].[CH3:26][N:27](C=O)[CH3:28]. (8) Given the product [CH3:1][C:2]([CH3:11])([CH3:10])[C:3](=[O:9])[CH2:4][C:5]([O:7][CH2:8][C:13]1[CH:18]=[CH:17][CH:16]=[CH:15][CH:14]=1)=[O:6], predict the reactants needed to synthesize it. The reactants are: [CH3:1][C:2]([CH3:11])([CH3:10])[C:3](=[O:9])[CH2:4][C:5]([O:7][CH3:8])=[O:6].C(O)[C:13]1[CH:18]=[CH:17][CH:16]=[CH:15][CH:14]=1.Cl([O-])(=O)(=O)=O.[Li+].